This data is from Peptide-MHC class I binding affinity with 185,985 pairs from IEDB/IMGT. The task is: Regression. Given a peptide amino acid sequence and an MHC pseudo amino acid sequence, predict their binding affinity value. This is MHC class I binding data. (1) The MHC is H-2-Db with pseudo-sequence H-2-Db. The peptide sequence is FQPQNFQFI. The binding affinity (normalized) is 0.477. (2) The peptide sequence is RTIQGQRFW. The MHC is HLA-A02:01 with pseudo-sequence HLA-A02:01. The binding affinity (normalized) is 0.0847.